This data is from Full USPTO retrosynthesis dataset with 1.9M reactions from patents (1976-2016). The task is: Predict the reactants needed to synthesize the given product. (1) Given the product [Br:1][C:2]1[C:3]([Cl:33])=[N:4][C:5]([NH:8][C:9]2[CH:10]=[CH:11][C:12]([S:15]([NH2:18])(=[O:17])=[O:16])=[N:13][CH:14]=2)=[N:6][CH:7]=1, predict the reactants needed to synthesize it. The reactants are: [Br:1][C:2]1[C:3](O)=[N:4][C:5]([NH:8][C:9]2[CH:10]=[CH:11][C:12]([S:15]([NH2:18])(=[O:17])=[O:16])=[N:13][CH:14]=2)=[N:6][CH:7]=1.C(N(CC)C1C=CC=CC=1)C.P(Cl)(Cl)([Cl:33])=O. (2) Given the product [CH3:27][C:20]1[N:21]=[CH:22][C:23]2[C:18]([CH:19]=1)=[C:17]([NH:16][C:14]([NH:13][CH:10]1[CH2:11][CH2:12][NH:8][CH2:9]1)=[O:15])[CH:26]=[CH:25][CH:24]=2, predict the reactants needed to synthesize it. The reactants are: C([N:8]1[CH2:12][CH2:11][CH:10]([NH:13][C:14]([NH:16][C:17]2[CH:26]=[CH:25][CH:24]=[C:23]3[C:18]=2[CH:19]=[C:20]([CH3:27])[N:21]=[CH:22]3)=[O:15])[CH2:9]1)C1C=CC=CC=1.C([O-])=O.[NH4+].